From a dataset of Catalyst prediction with 721,799 reactions and 888 catalyst types from USPTO. Predict which catalyst facilitates the given reaction. (1) Reactant: [N:1]([CH:4]1[CH2:10][CH2:9][CH2:8][N:7]([C:11]([O:13][CH2:14][C:15]2[CH:20]=[CH:19][CH:18]=[CH:17][CH:16]=2)=[O:12])[CH2:6][CH:5]1[OH:21])=[N+]=[N-].C1C=CC(P(C2C=CC=CC=2)C2C=CC=CC=2)=CC=1. Product: [NH2:1][CH:4]1[CH2:10][CH2:9][CH2:8][N:7]([C:11]([O:13][CH2:14][C:15]2[CH:20]=[CH:19][CH:18]=[CH:17][CH:16]=2)=[O:12])[CH2:6][CH:5]1[OH:21]. The catalyst class is: 20. (2) Reactant: [F:1][C:2]1[CH:3]=[C:4]([NH:10][C:11]2[N:12]=[CH:13][C:14]([C:26](=[O:28])[CH3:27])=[N:15][C:16]=2[C:17]2[CH:22]=[C:21]([S:23][CH3:24])[N:20]=[C:19]([CH3:25])[N:18]=2)[CH:5]=[N:6][C:7]=1[O:8][CH3:9].ClC1C=C(C=CC=1)C(OO)=[O:34]. Product: [F:1][C:2]1[CH:3]=[C:4]([NH:10][C:11]2[N:12]=[CH:13][C:14]([C:26](=[O:28])[CH3:27])=[N:15][C:16]=2[C:17]2[CH:22]=[C:21]([S:23]([CH3:24])=[O:34])[N:20]=[C:19]([CH3:25])[N:18]=2)[CH:5]=[N:6][C:7]=1[O:8][CH3:9]. The catalyst class is: 12. (3) Reactant: [OH:1][NH:2][C:3]([C:5]1[CH:6]=[C:7]([N:11]2[C:17](=[O:18])[CH2:16][C:15](=[O:19])[NH:14][C:13]3[C:20]4[C:25]([CH:26]=[CH:27][C:12]2=3)=[CH:24][CH:23]=[CH:22][CH:21]=4)[CH:8]=[CH:9][CH:10]=1)=[NH:4].C1CCN2C(=NCCC2)CC1.[C:39](N1C=CN=C1)(N1C=CN=C1)=[S:40].Cl. Product: [S:40]=[C:39]1[O:1][N:2]=[C:3]([C:5]2[CH:6]=[C:7]([N:11]3[C:17](=[O:18])[CH2:16][C:15](=[O:19])[NH:14][C:13]4[C:20]5[C:25]([CH:26]=[CH:27][C:12]3=4)=[CH:24][CH:23]=[CH:22][CH:21]=5)[CH:8]=[CH:9][CH:10]=2)[NH:4]1. The catalyst class is: 10. (4) The catalyst class is: 5. Product: [CH2:18]([O:17][C:16](=[O:20])[O-:23])[CH3:19].[CH3:1][N+:2]([CH3:15])([CH2:21][CH3:22])[CH2:3][CH2:4][CH2:5][CH2:6][CH2:7][CH2:8][CH2:9][CH2:10][CH2:11][CH2:12][CH2:13][CH3:14]. Reactant: [CH3:1][N:2]([CH3:15])[CH2:3][CH2:4][CH2:5][CH2:6][CH2:7][CH2:8][CH2:9][CH2:10][CH2:11][CH2:12][CH2:13][CH3:14].[C:16](=[O:23])([O:20][CH2:21][CH3:22])[O:17][CH2:18][CH3:19]. (5) Reactant: CCOC(C)=O.[ClH:7].[N:8]1[CH:13]=[CH:12][C:11]([C:14]2[CH:23]=[C:22]([C:24]([NH:26][CH2:27][C@H:28]3[CH2:33][CH2:32][C@H:31]([CH2:34][NH:35]C(=O)OC(C)(C)C)[CH2:30][CH2:29]3)=[O:25])[C:21]3[C:16](=[CH:17][CH:18]=[CH:19][CH:20]=3)[N:15]=2)=[CH:10][CH:9]=1. Product: [ClH:7].[NH2:35][CH2:34][C@H:31]1[CH2:32][CH2:33][C@H:28]([CH2:27][NH:26][C:24]([C:22]2[C:21]3[C:16](=[CH:17][CH:18]=[CH:19][CH:20]=3)[N:15]=[C:14]([C:11]3[CH:10]=[CH:9][N:8]=[CH:13][CH:12]=3)[CH:23]=2)=[O:25])[CH2:29][CH2:30]1. The catalyst class is: 2. (6) Reactant: [CH3:1][O:2][C:3]1[CH:4]=[C:5]([CH:8]=[CH:9][C:10]=1[OH:11])[CH:6]=[O:7].C([O-])([O-])=O.[K+].[K+].Cl[CH2:19][CH2:20][O:21][CH3:22].C(OCC)(=O)C. Product: [CH3:1][O:2][C:3]1[CH:4]=[C:5]([CH:8]=[CH:9][C:10]=1[O:11][CH2:19][CH2:20][O:21][CH3:22])[CH:6]=[O:7]. The catalyst class is: 3. (7) The catalyst class is: 5. Product: [ClH:29].[NH:1]1[CH2:4][CH2:3][C@H:2]1[CH2:5][O:6][C:7]1[CH:8]=[C:9]([C:13]2[CH:14]=[C:15]([CH2:19][C@@H:20]([OH:28])[CH2:21][C:22]3[CH:27]=[CH:26][CH:25]=[CH:24][CH:23]=3)[CH:16]=[CH:17][CH:18]=2)[CH:10]=[N:11][CH:12]=1. Reactant: [NH:1]1[CH2:4][CH2:3][C@H:2]1[CH2:5][O:6][C:7]1[CH:8]=[C:9]([C:13]2[CH:14]=[C:15]([CH2:19][C@@H:20]([OH:28])[CH2:21][C:22]3[CH:27]=[CH:26][CH:25]=[CH:24][CH:23]=3)[CH:16]=[CH:17][CH:18]=2)[CH:10]=[N:11][CH:12]=1.[ClH:29].